From a dataset of Reaction yield outcomes from USPTO patents with 853,638 reactions. Predict the reaction yield, written as a fraction of the theoretical maximum amount of product (1.0 means a 100% yield; for example, 0.34 means a 34% yield). (1) The reactants are C[O:2][C:3](=[O:27])[C:4]1[CH:9]=[CH:8][C:7]([C:10]2[O:11][C:12]([C:15]3[C:16]([C:21]4[CH:26]=[CH:25][CH:24]=[CH:23][CH:22]=4)=[N:17][O:18][C:19]=3[CH3:20])=[N:13][N:14]=2)=[CH:6][CH:5]=1.[OH-].[Na+]. The catalyst is CO. The product is [CH3:20][C:19]1[O:18][N:17]=[C:16]([C:21]2[CH:22]=[CH:23][CH:24]=[CH:25][CH:26]=2)[C:15]=1[C:12]1[O:11][C:10]([C:7]2[CH:6]=[CH:5][C:4]([C:3]([OH:27])=[O:2])=[CH:9][CH:8]=2)=[N:14][N:13]=1. The yield is 0.990. (2) The catalyst is CN(C=O)C.C(Cl)Cl. The product is [O:22]1[CH2:23][CH2:24][N:19]([CH2:11][C:8]2[S:9][CH:10]=[C:6]([C:4]([O:3][CH2:1][CH3:2])=[O:5])[N:7]=2)[CH2:20][CH2:21]1. The reactants are [CH2:1]([O:3][C:4]([C:6]1[N:7]=[C:8]([CH2:11]Cl)[S:9][CH:10]=1)=[O:5])[CH3:2].C(=O)([O-])[O-].[K+].[K+].[NH:19]1[CH2:24][CH2:23][O:22][CH2:21][CH2:20]1. The yield is 0.930. (3) The reactants are ClC1C=CC=C(C(OO)=[O:9])C=1.[NH2:12][C:13]1[C:20]([I:21])=[CH:19][C:16]([C:17]#[N:18])=[C:15]([S:22][CH3:23])[N:14]=1.C(OCC)(=O)C. The catalyst is ClCCl. The product is [NH2:12][C:13]1[C:20]([I:21])=[CH:19][C:16]([C:17]#[N:18])=[C:15]([S:22]([CH3:23])=[O:9])[N:14]=1. The yield is 0.750. (4) The reactants are CN(C)C=O.[C:6]([Cl:11])(=O)C(Cl)=O.[NH:12]1[C:20]2[CH:19]=[CH:18][N:17]=[CH:16][C:15]=2[S:14]C1=S.C([O-])(O)=O.[Na+]. The catalyst is ClCCCl.O. The product is [Cl:11][C:6]1[S:14][C:15]2[CH:16]=[N:17][CH:18]=[CH:19][C:20]=2[N:12]=1. The yield is 0.870. (5) The reactants are [CH3:1][Si:2]([N-:5][Si:6]([CH3:9])([CH3:8])[CH3:7])([CH3:4])[CH3:3].[Li+].Cl[C@@H:12]([B:17]1[O:21][C@@H:20]2[CH2:22][C@@H:23]3[CH2:26][C@H:25]([C@:19]2([CH3:29])[O:18]1)[C:24]3([CH3:28])[CH3:27])[CH2:13][CH:14]([CH3:16])[CH3:15]. The catalyst is O1CCCC1. The product is [CH3:1][Si:2]([CH3:4])([CH3:3])[N:5]([C@H:12]([B:17]1[O:21][C@@H:20]2[CH2:22][C@@H:23]3[CH2:26][C@H:25]([C@:19]2([CH3:29])[O:18]1)[C:24]3([CH3:27])[CH3:28])[CH2:13][CH:14]([CH3:16])[CH3:15])[Si:6]([CH3:9])([CH3:8])[CH3:7]. The yield is 1.00. (6) The reactants are [CH2:1]([CH:3]([C:6]1[C:7]2[N:8]([CH:13]=[C:14]([C:16]([F:19])([F:18])[F:17])[N:15]=2)[N:9]=[C:10]([CH3:12])[CH:11]=1)[CH2:4][CH3:5])[CH3:2].Br[C:21]1[S:22][CH:23]=[CH:24][C:25]=1[CH3:26].C([O-])([O-])=O.[Cs+].[Cs+].C1C=CC(P(C2C=CC=CC=2)C2C=CC=CC=2)=CC=1. The catalyst is O.C1C=CC(/C=C/C(/C=C/C2C=CC=CC=2)=O)=CC=1.C1C=CC(/C=C/C(/C=C/C2C=CC=CC=2)=O)=CC=1.C1C=CC(/C=C/C(/C=C/C2C=CC=CC=2)=O)=CC=1.[Pd].[Pd].CN1C(=O)CCC1. The product is [CH2:1]([CH:3]([C:6]1[C:7]2[N:8]([C:13]([C:21]3[S:22][CH:23]=[CH:24][C:25]=3[CH3:26])=[C:14]([C:16]([F:18])([F:19])[F:17])[N:15]=2)[N:9]=[C:10]([CH3:12])[CH:11]=1)[CH2:4][CH3:5])[CH3:2]. The yield is 0.0800. (7) The reactants are [Cl:1][C:2]1[CH:7]=[CH:6][CH:5]=[C:4]([Cl:8])[C:3]=1[CH2:9][S:10]([C:13]1[CH:14]=[C:15]2[C:19](=[CH:20][CH:21]=1)[NH:18][C:17](=[O:22])/[C:16]/2=[CH:23]\[C:24]1[NH:28][C:27]([CH3:29])=[C:26]([CH2:30][C:31]([OH:33])=O)[C:25]=1[CH3:34])(=[O:12])=[O:11].[CH:35]1([N:38]([CH3:45])[CH2:39][C@@H:40]2[CH2:44][CH2:43][CH2:42][NH:41]2)[CH2:37][CH2:36]1.C1C=CC2N(O)N=NC=2C=1.CCN=C=NCCCN(C)C. The catalyst is CN(C=O)C. The product is [CH:35]1([N:38]([CH2:39][C@@H:40]2[CH2:44][CH2:43][CH2:42][N:41]2[C:31](=[O:33])[CH2:30][C:26]2[C:25]([CH3:34])=[C:24](/[CH:23]=[C:16]3\[C:17](=[O:22])[NH:18][C:19]4[C:15]\3=[CH:14][C:13]([S:10]([CH2:9][C:3]3[C:4]([Cl:8])=[CH:5][CH:6]=[CH:7][C:2]=3[Cl:1])(=[O:12])=[O:11])=[CH:21][CH:20]=4)[NH:28][C:27]=2[CH3:29])[CH3:45])[CH2:36][CH2:37]1. The yield is 0.680. (8) The reactants are Br[C:2]1[CH:9]=[CH:8][C:5]([CH:6]=[O:7])=[CH:4][CH:3]=1.C([Sn](CCCC)(CCCC)[C:15]1[S:16][CH:17]=[CH:18][N:19]=1)CCC. The catalyst is CC#N.C1(P(C2C=CC=CC=2)C2C=CC=CC=2)C=CC=CC=1.C1(P(C2C=CC=CC=2)C2C=CC=CC=2)C=CC=CC=1.[Pd](Cl)Cl. The product is [S:16]1[CH:17]=[CH:18][N:19]=[C:15]1[C:2]1[CH:9]=[CH:8][C:5]([CH:6]=[O:7])=[CH:4][CH:3]=1. The yield is 0.791. (9) The reactants are [CH3:1][O:2][C:3]1[CH:4]=[C:5]([OH:11])[CH:6]=[CH:7][C:8]=1[O:9][CH3:10].F[C:13]1[CH:18]=[CH:17][CH:16]=[CH:15][C:14]=1[N+:19]([O-:21])=[O:20].[CH3:22][O:23][C:24]1[CH:25]=[C:26]([CH:35]=[CH:36][C:37]=1[O:38][CH3:39])[O:27][C:28]1[CH:34]=[CH:33][CH:32]=[CH:31][C:29]=1[NH2:30].[NH2:40][C:41]1[S:42][CH:43]=[CH:44][N:45]=1. No catalyst specified. The product is [CH3:1][O:2][C:3]1[CH:4]=[C:5]([CH:6]=[CH:7][C:8]=1[O:9][CH3:10])[O:11][C:13]1[CH:18]=[CH:17][CH:16]=[CH:15][C:14]=1[N+:19]([O-:21])=[O:20].[CH3:22][O:23][C:24]1[CH:25]=[C:26]([CH:35]=[CH:36][C:37]=1[O:38][CH3:39])[O:27][C:28]1[CH:34]=[CH:33][CH:32]=[CH:31][C:29]=1[NH:30][C:5]([NH:40][C:41]1[S:42][CH:43]=[CH:44][N:45]=1)=[O:11]. The yield is 0.680. (10) The yield is 0.220. The product is [CH3:1][O:2][C:3]1[N:8]=[C:7]([C:9]2([NH2:10])[CH2:12][CH2:11]2)[CH:6]=[CH:5][CH:4]=1. The reactants are [CH3:1][O:2][C:3]1[N:8]=[C:7]([C:9]#[N:10])[CH:6]=[CH:5][CH:4]=1.[CH3:11][CH2:12][Mg+].[Br-]. The catalyst is C1COCC1.O.CC(O[Ti](OC(C)C)(OC(C)C)OC(C)C)C.